Dataset: Peptide-MHC class I binding affinity with 185,985 pairs from IEDB/IMGT. Task: Regression. Given a peptide amino acid sequence and an MHC pseudo amino acid sequence, predict their binding affinity value. This is MHC class I binding data. (1) The peptide sequence is EPEFYEAMY. The MHC is HLA-A24:02 with pseudo-sequence HLA-A24:02. The binding affinity (normalized) is 0. (2) The peptide sequence is TSSAYVFSVK. The MHC is HLA-A33:01 with pseudo-sequence HLA-A33:01. The binding affinity (normalized) is 0.511. (3) The peptide sequence is LQRFSVAPM. The binding affinity (normalized) is 0.302. The MHC is HLA-B15:17 with pseudo-sequence HLA-B15:17. (4) The peptide sequence is IMLIIFWFSL. The MHC is HLA-A02:01 with pseudo-sequence HLA-A02:01. The binding affinity (normalized) is 0.238. (5) The peptide sequence is VTNKEGVKI. The MHC is HLA-A02:01 with pseudo-sequence HLA-A02:01. The binding affinity (normalized) is 0.